From a dataset of Catalyst prediction with 721,799 reactions and 888 catalyst types from USPTO. Predict which catalyst facilitates the given reaction. Product: [CH3:1][O:2][C:3]1[C:11]2[C:6](=[CH:7][CH:8]=[C:9](/[CH:12]=[C:16](/[C:17](=[O:19])[CH3:18])\[C:14]#[N:15])[CH:10]=2)[NH:5][N:4]=1. Reactant: [CH3:1][O:2][C:3]1[C:11]2[C:6](=[CH:7][CH:8]=[C:9]([CH:12]=O)[CH:10]=2)[NH:5][N:4]=1.[C:14](/[CH:16]=[C:17](\[O-:19])/[CH3:18])#[N:15].[Na+].C(O)(=O)C.N1CCCCC1. The catalyst class is: 46.